Predict the product of the given reaction. From a dataset of Forward reaction prediction with 1.9M reactions from USPTO patents (1976-2016). (1) Given the reactants [C:1]([O:4][CH2:5][CH3:6])(=[O:3])[CH3:2].[Li+].C[Si]([N-][Si](C)(C)C)(C)C.[Cl:17][C:18]1[CH:23]=[CH:22][C:21]([CH2:24][N:25]2[C:29]3[C:30](=[O:35])[CH2:31][CH2:32][CH2:33][CH2:34][C:28]=3[N:27]=[C:26]2[C:36]([CH3:39])([CH3:38])[CH3:37])=[CH:20][CH:19]=1.[NH4+].[Cl-], predict the reaction product. The product is: [CH2:5]([O:4][C:1](=[O:3])[CH2:2][C:30]1([OH:35])[C:29]2[N:25]([CH2:24][C:21]3[CH:20]=[CH:19][C:18]([Cl:17])=[CH:23][CH:22]=3)[C:26]([C:36]([CH3:38])([CH3:37])[CH3:39])=[N:27][C:28]=2[CH2:34][CH2:33][CH2:32][CH2:31]1)[CH3:6]. (2) Given the reactants O[C:2]([C:4](F)(F)F)=[O:3].NCCC1OC([C@@H]2CC[C@@H]3CN2C(=O)N3O[CH2:25][C:26]2[CH:31]=[CH:30][CH:29]=[CH:28][CH:27]=2)=NN=1.C(OC(=O)N=[C:40]([NH:46][C:47](OC(C)(C)C)=O)[N:41]1[CH:45]=[CH:44]C=N1)(C)(C)C.C[OH:56], predict the reaction product. The product is: [CH2:25]([O:3][CH:2]1[CH2:4][CH2:44][CH:45]2[CH2:47][N:46]1[C:40](=[O:56])[NH:41]2)[C:26]1[CH:31]=[CH:30][CH:29]=[CH:28][CH:27]=1. (3) Given the reactants [C:1](#[N:5])[CH2:2][C:3]#[N:4].[H-].[Na+].[Cl:8][C:9]1[CH:24]=[CH:23][C:12]([O:13][C:14]2[CH:22]=[CH:21][C:17]([C:18](Cl)=[O:19])=[CH:16][CH:15]=2)=[CH:11][CH:10]=1.S(OC)(O[CH3:29])(=O)=O, predict the reaction product. The product is: [Cl:8][C:9]1[CH:24]=[CH:23][C:12]([O:13][C:14]2[CH:22]=[CH:21][C:17]([C:18]([O:19][CH3:29])=[C:2]([C:1]#[N:5])[C:3]#[N:4])=[CH:16][CH:15]=2)=[CH:11][CH:10]=1. (4) Given the reactants [Br:1][C:2]1[C:10]2[C:5](=[CH:6][C:7]([C:11]3[CH:16]=[CH:15][C:14]([O:17][CH3:18])=[CH:13][CH:12]=3)=[CH:8][CH:9]=2)[NH:4][CH:3]=1.[Cl:19][C:20]1[CH:25]=[C:24](Cl)[N:23]=[CH:22][N:21]=1, predict the reaction product. The product is: [Br:1][C:2]1[C:10]2[C:5](=[CH:6][C:7]([C:11]3[CH:12]=[CH:13][C:14]([O:17][CH3:18])=[CH:15][CH:16]=3)=[CH:8][CH:9]=2)[N:4]([C:24]2[CH:25]=[C:20]([Cl:19])[N:21]=[CH:22][N:23]=2)[CH:3]=1.